Dataset: NCI-60 drug combinations with 297,098 pairs across 59 cell lines. Task: Regression. Given two drug SMILES strings and cell line genomic features, predict the synergy score measuring deviation from expected non-interaction effect. (1) Drug 1: CC1=C(C(=CC=C1)Cl)NC(=O)C2=CN=C(S2)NC3=CC(=NC(=N3)C)N4CCN(CC4)CCO. Drug 2: CCCCC(=O)OCC(=O)C1(CC(C2=C(C1)C(=C3C(=C2O)C(=O)C4=C(C3=O)C=CC=C4OC)O)OC5CC(C(C(O5)C)O)NC(=O)C(F)(F)F)O. Cell line: NCIH23. Synergy scores: CSS=34.7, Synergy_ZIP=0.333, Synergy_Bliss=4.17, Synergy_Loewe=-1.06, Synergy_HSA=2.28. (2) Drug 1: CCC1(CC2CC(C3=C(CCN(C2)C1)C4=CC=CC=C4N3)(C5=C(C=C6C(=C5)C78CCN9C7C(C=CC9)(C(C(C8N6C=O)(C(=O)OC)O)OC(=O)C)CC)OC)C(=O)OC)O.OS(=O)(=O)O. Drug 2: CN1C2=C(C=C(C=C2)N(CCCl)CCCl)N=C1CCCC(=O)O.Cl. Cell line: OVCAR3. Synergy scores: CSS=2.74, Synergy_ZIP=4.58, Synergy_Bliss=8.19, Synergy_Loewe=1.30, Synergy_HSA=2.68.